From a dataset of Reaction yield outcomes from USPTO patents with 853,638 reactions. Predict the reaction yield, written as a fraction of the theoretical maximum amount of product (1.0 means a 100% yield; for example, 0.34 means a 34% yield). (1) The reactants are CC(OI1(OC(C)=O)(OC(C)=O)OC(=O)C2C=CC=CC1=2)=O.[CH3:23][O:24][C:25](=[O:44])[CH2:26][CH2:27][CH2:28][CH2:29][CH2:30][CH2:31][C:32](=[O:43])[NH:33][CH2:34][CH:35]([OH:42])[C:36]1[CH:41]=[CH:40][CH:39]=[CH:38][CH:37]=1. The catalyst is C(Cl)Cl. The product is [CH3:23][O:24][C:25](=[O:44])[CH2:26][CH2:27][CH2:28][CH2:29][CH2:30][CH2:31][C:32](=[O:43])[NH:33][CH2:34][C:35](=[O:42])[C:36]1[CH:41]=[CH:40][CH:39]=[CH:38][CH:37]=1. The yield is 0.720. (2) The reactants are [Br:1][C:2]1[CH:7]=[CH:6][C:5]([CH3:8])=[CH:4][C:3]=1[N+:9]([O-])=O.O.O.[Sn](Cl)(Cl)(Cl)Cl. No catalyst specified. The product is [Br:1][C:2]1[CH:7]=[CH:6][C:5]([CH3:8])=[CH:4][C:3]=1[NH2:9]. The yield is 0.940. (3) The reactants are [Br:1][C:2]1[CH:3]=[C:4]([CH:12]([CH2:18][CH:19]([CH3:21])[CH3:20])[C:13]([O:15][CH2:16][CH3:17])=[O:14])[CH:5]=[C:6]([N+:9]([O-])=O)[C:7]=1[OH:8]. The catalyst is CO.[OH-].[OH-].[Pd+2]. The product is [NH2:9][C:6]1[CH:5]=[C:4]([CH:12]([CH2:18][CH:19]([CH3:20])[CH3:21])[C:13]([O:15][CH2:16][CH3:17])=[O:14])[CH:3]=[C:2]([Br:1])[C:7]=1[OH:8]. The yield is 0.720. (4) The reactants are C(OC(=O)[NH:10][C:11]1[CH:16]=[N:15][C:14]([CH2:17][CH:18]([O:21][CH3:22])[O:19][CH3:20])=[CH:13][N:12]=1)C1C=CC=CC=1. The catalyst is CO.[Pd]. The product is [CH3:22][O:21][CH:18]([O:19][CH3:20])[CH2:17][C:14]1[N:15]=[CH:16][C:11]([NH2:10])=[N:12][CH:13]=1. The yield is 1.00. (5) The reactants are C(O)(C(F)(F)F)=O.[C:8]([O:11][CH2:12][C:13]1[C:14]([S:36]([CH3:39])(=[O:38])=[O:37])=[CH:15][C:16]2[N:20]3[CH2:21][CH2:22][N:23](C(OC(C)(C)C)=O)[C@H:24]([CH:25]([CH3:27])[CH3:26])[C:19]3=[N:18][C:17]=2[CH:35]=1)(=[O:10])[CH3:9]. The product is [C:8]([O:11][CH2:12][C:13]1[C:14]([S:36]([CH3:39])(=[O:37])=[O:38])=[CH:15][C:16]2[N:20]3[CH2:21][CH2:22][NH:23][C@H:24]([CH:25]([CH3:26])[CH3:27])[C:19]3=[N:18][C:17]=2[CH:35]=1)(=[O:10])[CH3:9]. The yield is 0.971. The catalyst is C(Cl)Cl. (6) The reactants are [NH2:1][C:2]1[C:3]([Br:13])=[C:4]([CH:9]=[C:10]([Cl:12])[CH:11]=1)[C:5]([O:7][CH3:8])=[O:6].[O:14]1[CH2:19][CH2:18][C:17](=O)[CH2:16][CH2:15]1.C(O)(=O)C.C(O[BH-](OC(=O)C)OC(=O)C)(=O)C.[Na+].C([O-])(O)=O.[Na+]. The catalyst is ClCCCl.O. The product is [Br:13][C:3]1[C:2]([NH:1][CH:17]2[CH2:18][CH2:19][O:14][CH2:15][CH2:16]2)=[CH:11][C:10]([Cl:12])=[CH:9][C:4]=1[C:5]([O:7][CH3:8])=[O:6]. The yield is 0.680.